This data is from CYP3A4 inhibition data for predicting drug metabolism from PubChem BioAssay. The task is: Regression/Classification. Given a drug SMILES string, predict its absorption, distribution, metabolism, or excretion properties. Task type varies by dataset: regression for continuous measurements (e.g., permeability, clearance, half-life) or binary classification for categorical outcomes (e.g., BBB penetration, CYP inhibition). Dataset: cyp3a4_veith. (1) The molecule is COc1cccc(C=NC=Nc2cccc(OC)c2)c1. The result is 1 (inhibitor). (2) The molecule is CC[C@@H]1CC(=O)N(SC[C@H](N)C(=O)O)C1=O. The result is 0 (non-inhibitor). (3) The drug is Cc1nn(C)c(Cl)c1S(=O)(=O)N[C@@H](c1ccccc1)[C@]1(C)C[C@H]1[C@@H](C)C(=O)Nc1ccc2ccccc2c1. The result is 1 (inhibitor). (4) The drug is O=C1CCCC2=C1C(c1ccc(Cl)cc1)C1C(=O)c3ccccc3C1=N2. The result is 1 (inhibitor). (5) The molecule is Cc1ccc(S(=O)(=O)N[C@@H](CCc2ccccc2)CC(=O)C(C)(C)C)cc1. The result is 1 (inhibitor).